Dataset: Retrosynthesis with 50K atom-mapped reactions and 10 reaction types from USPTO. Task: Predict the reactants needed to synthesize the given product. (1) Given the product CCCCCc1ccc(C(=O)n2ccc(C(=O)Nc3ccc(N(C)C)cc3)n2)cc1, predict the reactants needed to synthesize it. The reactants are: CCCCCc1ccc(C(=O)Cl)cc1.CN(C)c1ccc(NC(=O)c2cc[nH]n2)cc1. (2) Given the product COc1ccc(C2(CN)CC2CO)cc1, predict the reactants needed to synthesize it. The reactants are: COc1ccc(C2(C#N)CC2CO)cc1. (3) Given the product CCOc1ccc(Nc2ccc(CNC(=O)C3(NC(=O)c4cncnc4)CC3)cc2)c(C(F)(F)F)c1, predict the reactants needed to synthesize it. The reactants are: CCOc1ccc(Nc2ccc(CN)cc2)c(C(F)(F)F)c1.O=C(NC1(C(=O)O)CC1)c1cncnc1. (4) Given the product O=C(c1cc(C(F)(F)F)cc(C(F)(F)F)c1)N1CCC2(CC1)C(=O)N(CCN1CCCC1)CN2c1ccccc1, predict the reactants needed to synthesize it. The reactants are: ClCCN1CCCC1.O=C(c1cc(C(F)(F)F)cc(C(F)(F)F)c1)N1CCC2(CC1)C(=O)NCN2c1ccccc1. (5) The reactants are: CC(C)(C)OC(=O)N1[C@@H](C=O)COC1(C)C.O=C(c1ccc(F)cc1)C1CCNCC1. Given the product CC(C)(C)OC(=O)N1[C@@H](CN2CCC(C(=O)c3ccc(F)cc3)CC2)COC1(C)C, predict the reactants needed to synthesize it.